From a dataset of Catalyst prediction with 721,799 reactions and 888 catalyst types from USPTO. Predict which catalyst facilitates the given reaction. Product: [Br:22][C:23]1[CH:24]=[CH:25][C:26]([O:1][C:2]2[CH:19]=[CH:18][C:5]3[CH2:6][CH2:7][N:8]([C:11]([O:13][C:14]([CH3:16])([CH3:15])[CH3:17])=[O:12])[CH2:9][CH2:10][C:4]=3[CH:3]=2)=[N:27][CH:28]=1. Reactant: [OH:1][C:2]1[CH:19]=[CH:18][C:5]2[CH2:6][CH2:7][N:8]([C:11]([O:13][C:14]([CH3:17])([CH3:16])[CH3:15])=[O:12])[CH2:9][CH2:10][C:4]=2[CH:3]=1.[H-].[Na+].[Br:22][C:23]1[CH:24]=[CH:25][C:26](Cl)=[N:27][CH:28]=1. The catalyst class is: 179.